Dataset: Aqueous solubility values for 9,982 compounds from the AqSolDB database. Task: Regression/Classification. Given a drug SMILES string, predict its absorption, distribution, metabolism, or excretion properties. Task type varies by dataset: regression for continuous measurements (e.g., permeability, clearance, half-life) or binary classification for categorical outcomes (e.g., BBB penetration, CYP inhibition). For this dataset (solubility_aqsoldb), we predict Y. (1) The Y is 1.63 log mol/L. The molecule is OCCCCCCO. (2) The drug is CC1COc2ccccc2N1C(=O)C(Cl)Cl. The Y is -3.84 log mol/L. (3) The molecule is CC(C)OC(=O)c1c(C(=O)[O-])cccc1[N+](=O)[O-]. The Y is -2.49 log mol/L. (4) The compound is [Au+3].[Cl-].[Cl-].[Cl-].[Cl-].[NH4+]. The Y is 0.489 log mol/L. (5) The molecule is O=C(O)COc1c(Cl)cc(Cl)cc1Cl. The Y is -3.23 log mol/L. (6) The molecule is CC(=O)[CH-]C(C)=O.[C-]#[O+].[Rh].c1ccc(P(c2ccccc2)c2ccccc2)cc1. The Y is -7.31 log mol/L. (7) The compound is COc1c2c(cc3oc(=O)ccc13)OC(C)(C)C=C2. The Y is -3.81 log mol/L. (8) The compound is O=C1c2c(O)ccc(Nc3ccccc3)c2C(=O)c2c([N+](=O)[O-])ccc(O)c21. The Y is -8.65 log mol/L.